Predict the product of the given reaction. From a dataset of Forward reaction prediction with 1.9M reactions from USPTO patents (1976-2016). (1) Given the reactants [NH2:1][C:2]1[CH:7]=[CH:6][C:5]([C:8]2[C:16]3[C:11](=[N:12][CH:13]=[N:14][C:15]=3[NH2:17])[O:10][N:9]=2)=[CH:4][CH:3]=1.N1C=CC=CC=1.[CH3:24][C:25]1[CH:26]=[C:27]([N:31]=[C:32]=[O:33])[CH:28]=[CH:29][CH:30]=1, predict the reaction product. The product is: [NH2:17][C:15]1[N:14]=[CH:13][N:12]=[C:11]2[O:10][N:9]=[C:8]([C:5]3[CH:6]=[CH:7][C:2]([NH:1][C:32]([NH:31][C:27]4[CH:28]=[CH:29][CH:30]=[C:25]([CH3:24])[CH:26]=4)=[O:33])=[CH:3][CH:4]=3)[C:16]=12. (2) Given the reactants C[O:2][C:3](=[O:34])[CH2:4][C:5]1[C:14]([CH3:15])=[C:13]([CH:16]2[CH2:21][CH2:20][N:19]([C:22](=[O:32])[NH:23][C:24]3[CH:29]=[CH:28][CH:27]=[CH:26][C:25]=3[O:30][CH3:31])[CH2:18][CH2:17]2)[C:12]2[C:7](=[CH:8][CH:9]=[C:10]([F:33])[CH:11]=2)[CH:6]=1.O.[OH-].[Li+], predict the reaction product. The product is: [F:33][C:10]1[CH:11]=[C:12]2[C:7](=[CH:8][CH:9]=1)[CH:6]=[C:5]([CH2:4][C:3]([OH:34])=[O:2])[C:14]([CH3:15])=[C:13]2[CH:16]1[CH2:21][CH2:20][N:19]([C:22](=[O:32])[NH:23][C:24]2[CH:29]=[CH:28][CH:27]=[CH:26][C:25]=2[O:30][CH3:31])[CH2:18][CH2:17]1. (3) Given the reactants [F:1][C:2]1[C:7]([CH2:8][N:9]2[CH:13]=[CH:12][C:11]([NH:14][C:15]3[S:16][C:17]([C:20]([OH:28])([C:22]4[S:23][CH:24]=[C:25]([CH3:27])[N:26]=4)[CH3:21])=[N:18][N:19]=3)=[N:10]2)=[CH:6][CH:5]=[CH:4][C:3]=1[NH:29]C(=O)OCC.[F-].C([N+](CCCC)(CCCC)CCCC)CCC, predict the reaction product. The product is: [NH2:29][C:3]1[C:2]([F:1])=[C:7]([CH2:8][N:9]2[CH:13]=[CH:12][C:11]([NH:14][C:15]3[S:16][C:17]([C:20]([C:22]4[S:23][CH:24]=[C:25]([CH3:27])[N:26]=4)([OH:28])[CH3:21])=[N:18][N:19]=3)=[N:10]2)[CH:6]=[CH:5][CH:4]=1. (4) Given the reactants C([O:8][C:9]1[CH:10]=[C:11]([C:20](=[O:27])[C:21]2[CH:26]=[CH:25][N:24]=[CH:23][CH:22]=2)[CH:12]=[C:13]2[C:18]=1[N:17]=[CH:16][NH:15][C:14]2=[O:19])C1C=CC=CC=1.B(Br)(Br)Br, predict the reaction product. The product is: [OH:8][C:9]1[CH:10]=[C:11]([C:20](=[O:27])[C:21]2[CH:22]=[CH:23][N:24]=[CH:25][CH:26]=2)[CH:12]=[C:13]2[C:18]=1[N:17]=[CH:16][NH:15][C:14]2=[O:19]. (5) Given the reactants [F:1][C:2]1[CH:27]=[CH:26][CH:25]=[C:24]([F:28])[C:3]=1[C:4]([NH:6][C:7]1[CH:11]=[CH:10][N:9]([CH2:12][C:13]2[CH:18]=[CH:17][C:16](I)=[CH:15][C:14]=2[C:20]([F:23])([F:22])[F:21])[N:8]=1)=[O:5].[Br-].[C:30]([Zn+])([CH3:33])([CH3:32])[CH3:31], predict the reaction product. The product is: [F:1][C:2]1[CH:27]=[CH:26][CH:25]=[C:24]([F:28])[C:3]=1[C:4]([NH:6][C:7]1[CH:11]=[CH:10][N:9]([CH2:12][C:13]2[CH:18]=[CH:17][C:16]([CH2:31][CH:30]([CH3:33])[CH3:32])=[CH:15][C:14]=2[C:20]([F:23])([F:22])[F:21])[N:8]=1)=[O:5]. (6) Given the reactants [F:1][C:2]([F:11])([F:10])[C:3]1[CH:4]=[C:5]([OH:9])[CH:6]=[CH:7][CH:8]=1.[N+:12]([O-])([OH:14])=[O:13], predict the reaction product. The product is: [N+:12]([C:6]1[CH:7]=[CH:8][C:3]([C:2]([F:10])([F:11])[F:1])=[CH:4][C:5]=1[OH:9])([O-:14])=[O:13]. (7) Given the reactants [Si]([O:8][CH2:9][CH2:10][O:11][C:12]1[CH:13]=[C:14]2[C:19](=[CH:20][CH:21]=1)[N:18]([C:22](=[O:24])[CH3:23])[C@@H:17]([CH:25]1[CH2:27][CH2:26]1)[C@H:16]([CH3:28])[C@H:15]2[NH:29][C:30]1[N:35]=[C:34]([CH3:36])[CH:33]=[CH:32][N:31]=1)(C(C)(C)C)(C)C.CCCC[N+](CCCC)(CCCC)CCCC.[F-], predict the reaction product. The product is: [CH:25]1([C@H:17]2[C@H:16]([CH3:28])[C@@H:15]([NH:29][C:30]3[N:35]=[C:34]([CH3:36])[CH:33]=[CH:32][N:31]=3)[C:14]3[C:19](=[CH:20][CH:21]=[C:12]([O:11][CH2:10][CH2:9][OH:8])[CH:13]=3)[N:18]2[C:22](=[O:24])[CH3:23])[CH2:27][CH2:26]1. (8) Given the reactants [F:1][C:2]1[CH:9]=[CH:8][C:7]([F:10])=[CH:6][C:3]=1[CH:4]=[O:5].[Cl:11][C:12]1[N:16]([CH3:17])[CH:15]=[N:14][CH:13]=1.[C:18](O[C:18]([O:20][C:21]([CH3:24])([CH3:23])[CH3:22])=[O:19])([O:20][C:21]([CH3:24])([CH3:23])[CH3:22])=[O:19], predict the reaction product. The product is: [C:21]([O:20][C:18]([O:5][CH:4]([C:3]1[CH:6]=[C:7]([F:10])[CH:8]=[CH:9][C:2]=1[F:1])[C:15]1[N:16]([CH3:17])[C:12]([Cl:11])=[CH:13][N:14]=1)=[O:19])([CH3:24])([CH3:23])[CH3:22]. (9) Given the reactants [CH2:1]([O:3][CH:4]([CH2:10][C:11]1[CH:16]=[CH:15][C:14]([O:17][CH2:18][CH2:19][N:20]2[C:25](=[O:26])[CH:24]=[C:23]([C:27]3[CH:32]=[CH:31][CH:30]=[CH:29][CH:28]=3)[N:22]=[C:21]2[CH2:33][CH3:34])=[CH:13][CH:12]=1)[C:5]([O:7]CC)=[O:6])[CH3:2].[OH-].[Na+], predict the reaction product. The product is: [CH2:1]([O:3][CH:4]([CH2:10][C:11]1[CH:12]=[CH:13][C:14]([O:17][CH2:18][CH2:19][N:20]2[C:25](=[O:26])[CH:24]=[C:23]([C:27]3[CH:32]=[CH:31][CH:30]=[CH:29][CH:28]=3)[N:22]=[C:21]2[CH2:33][CH3:34])=[CH:15][CH:16]=1)[C:5]([OH:7])=[O:6])[CH3:2].